From a dataset of Full USPTO retrosynthesis dataset with 1.9M reactions from patents (1976-2016). Predict the reactants needed to synthesize the given product. (1) Given the product [CH3:10][N:6]1[CH:7]=[C:2]([CH3:1])[C:3](=[O:9])[NH:4][C:5]1=[O:8], predict the reactants needed to synthesize it. The reactants are: [CH3:1][C:2]1[C:3](=[O:9])[NH:4][C:5](=[O:8])[NH:6][CH:7]=1.[CH3:10][Si](N[Si](C)(C)C)(C)C.Cl[Si](C)(C)C.CI. (2) Given the product [C:7]([O:11][CH2:12][CH2:13][CH2:14][CH2:15][CH2:16][CH:17]([CH3:19])[CH3:18])(=[O:10])[CH:8]=[CH2:9].[C:20]([O:24][CH2:25][CH2:26][OH:27])(=[O:23])[CH:21]=[CH2:22].[C:1]([O:4][CH:5]=[CH2:6])(=[O:3])[CH3:2], predict the reactants needed to synthesize it. The reactants are: [C:1]([O:4][CH:5]=[CH2:6])(=[O:3])[CH3:2].[C:7]([O:11][CH2:12][CH2:13][CH2:14][CH2:15][CH2:16][CH:17]([CH3:19])[CH3:18])(=[O:10])[CH:8]=[CH2:9].[C:20]([O:24][CH2:25][CH2:26][OH:27])(=[O:23])[CH:21]=[CH2:22].N(C(C)(CC)C#N)=NC(C)(CC)C#N. (3) Given the product [C:1]([C:5]1[CH:6]=[C:7]2[C:12](=[CH:13][C:14]=1[SH:15])[NH:11][C:10](=[O:18])[C:9](=[O:19])[NH:8]2)([CH3:4])([CH3:2])[CH3:3], predict the reactants needed to synthesize it. The reactants are: [C:1]([C:5]1[CH:6]=[C:7]2[C:12](=[CH:13][C:14]=1[S:15]C#N)[NH:11][C:10](=[O:18])[C:9](=[O:19])[NH:8]2)([CH3:4])([CH3:3])[CH3:2].S.[Na].[BH4-].[Na+].CO. (4) Given the product [Br:1][C:2]1[C:11]2[C:6](=[CH:7][CH:8]=[CH:9][CH:10]=2)[N:5]=[C:4]([C:12]([NH:14][C@H:15]2[CH2:20][CH2:19][CH2:18][CH2:17][C@@H:16]2[OH:21])=[O:13])[CH:3]=1.[OH:21][C@H:16]1[CH2:17][CH2:18][CH2:19][CH2:20][C@@H:15]1[NH:14][C:12]([C:4]1[CH:3]=[C:2]([B:22]2[O:26][C:25]([CH3:28])([CH3:27])[C:24]([CH3:30])([CH3:29])[O:23]2)[C:11]2[C:6](=[CH:7][CH:8]=[CH:9][CH:10]=2)[N:5]=1)=[O:13], predict the reactants needed to synthesize it. The reactants are: [Br:1][C:2]1[C:11]2[C:6](=[CH:7][CH:8]=[CH:9][CH:10]=2)[N:5]=[C:4]([C:12]([NH:14][C@H:15]2[CH2:20][CH2:19][CH2:18][CH2:17][C@@H:16]2[OH:21])=[O:13])[CH:3]=1.[B:22]1([B:22]2[O:26][C:25]([CH3:28])([CH3:27])[C:24]([CH3:30])([CH3:29])[O:23]2)[O:26][C:25]([CH3:28])([CH3:27])[C:24]([CH3:30])([CH3:29])[O:23]1.C([O-])(=O)C.[K+]. (5) Given the product [Br:12][C:8]1[S:7][C:6]([CH2:5][OH:4])=[C:10]([CH3:11])[CH:9]=1, predict the reactants needed to synthesize it. The reactants are: C([O:4][CH2:5][C:6]1[S:7][C:8]([Br:12])=[CH:9][C:10]=1[CH3:11])(=O)C.C([O-])([O-])=O.[K+].[K+]. (6) Given the product [CH2:4]=[CH:5][CH2:6][NH2:7].[CH2:8]1[O:10][CH:9]1[CH2:11][Cl:12], predict the reactants needed to synthesize it. The reactants are: [Si](=O)=O.[CH2:4]=[CH:5][CH2:6][NH3+:7].[CH2:8]1[O:10][CH:9]1[CH2:11][Cl:12].C([O-])(O)=O. (7) Given the product [CH2:1]([O:8][CH2:9][CH2:10][CH2:11][O:12][C:13]1[CH:22]=[C:21]2[C:16]([CH2:17][CH2:18][C:19]([CH2:50][CH3:51])([C:23]([O:25][CH2:26][CH3:27])=[O:24])[O:20]2)=[CH:15][CH:14]=1)[C:2]1[CH:7]=[CH:6][CH:5]=[CH:4][CH:3]=1, predict the reactants needed to synthesize it. The reactants are: [CH2:1]([O:8][CH2:9][CH2:10][CH2:11][O:12][C:13]1[CH:22]=[C:21]2[C:16]([CH2:17][CH2:18][CH:19]([C:23]([O:25][CH2:26][CH3:27])=[O:24])[O:20]2)=[CH:15][CH:14]=1)[C:2]1[CH:7]=[CH:6][CH:5]=[CH:4][CH:3]=1.CN(C)P(N(C)C)(N(C)C)=O.C[Si]([N-][Si](C)(C)C)(C)C.[Na+].I[CH2:50][CH3:51].